Dataset: Full USPTO retrosynthesis dataset with 1.9M reactions from patents (1976-2016). Task: Predict the reactants needed to synthesize the given product. (1) Given the product [Cl:37][C:26]1[CH:27]=[C:28]([C:31]2[CH:32]=[CH:33][CH:34]=[CH:35][CH:36]=2)[CH:29]=[CH:30][C:25]=1[CH2:24][N:6]1[C:5]2[CH:7]=[C:8]([C:12]3[CH:13]=[C:14]([CH:20]=[CH:21][CH:22]=3)[C:15]([O:17][CH2:18][CH3:19])=[O:16])[CH:9]=[C:10]([CH3:11])[C:4]=2[N:3]=[C:2]1[CH3:1], predict the reactants needed to synthesize it. The reactants are: [CH3:1][C:2]1[NH:6][C:5]2[CH:7]=[C:8]([C:12]3[CH:13]=[C:14]([CH:20]=[CH:21][CH:22]=3)[C:15]([O:17][CH2:18][CH3:19])=[O:16])[CH:9]=[C:10]([CH3:11])[C:4]=2[N:3]=1.Br[CH2:24][C:25]1[CH:30]=[CH:29][C:28]([C:31]2[CH:36]=[CH:35][CH:34]=[CH:33][CH:32]=2)=[CH:27][C:26]=1[Cl:37]. (2) Given the product [N:15]1[CH:20]=[CH:19][CH:18]=[N:17][C:16]=1[N:21]1[CH2:26][CH2:25][N:24]([CH2:2][CH2:3][CH2:4][CH2:5][N:6]2[C:10]3[CH:11]=[CH:12][CH:13]=[CH:14][C:9]=3[N:8]=[CH:7]2)[CH2:23][CH2:22]1, predict the reactants needed to synthesize it. The reactants are: Cl[CH2:2][CH2:3][CH2:4][CH2:5][N:6]1[C:10]2[CH:11]=[CH:12][CH:13]=[CH:14][C:9]=2[N:8]=[CH:7]1.[N:15]1[CH:20]=[CH:19][CH:18]=[N:17][C:16]=1[N:21]1[CH2:26][CH2:25][NH:24][CH2:23][CH2:22]1.C(N(C(C)C)CC)(C)C.[I-].[K+].